The task is: Predict the product of the given reaction.. This data is from Forward reaction prediction with 1.9M reactions from USPTO patents (1976-2016). Given the reactants [NH2:1][CH2:2][CH2:3][C:4]([N:6]1[CH2:15][CH2:14][C:13]2[C:8](=[C:9]([N:18]3[CH2:23][CH2:22][N:21]([CH3:24])[CH2:20][CH2:19]3)[CH:10]=[CH:11][C:12]=2[O:16][CH3:17])[CH2:7]1)=[O:5].[C:25](Cl)(=[O:32])[C:26]1[CH:31]=[CH:30][CH:29]=[CH:28][CH:27]=1, predict the reaction product. The product is: [CH3:17][O:16][C:12]1[CH:11]=[CH:10][C:9]([N:18]2[CH2:23][CH2:22][N:21]([CH3:24])[CH2:20][CH2:19]2)=[C:8]2[C:13]=1[CH2:14][CH2:15][N:6]([C:4](=[O:5])[CH2:3][CH2:2][NH:1][C:25](=[O:32])[C:26]1[CH:31]=[CH:30][CH:29]=[CH:28][CH:27]=1)[CH2:7]2.